From a dataset of Reaction yield outcomes from USPTO patents with 853,638 reactions. Predict the reaction yield, written as a fraction of the theoretical maximum amount of product (1.0 means a 100% yield; for example, 0.34 means a 34% yield). (1) The reactants are [F:1][C:2]1[CH:7]=[CH:6][N:5]=[C:4]([NH:8][C:9](=[O:15])[O:10][C:11]([CH3:14])([CH3:13])[CH3:12])[CH:3]=1.[Li]CCCC.CN([CH:24]=[O:25])C. The catalyst is C1COCC1. The product is [F:1][C:2]1[CH:7]=[CH:6][N:5]=[C:4]([NH:8][C:9](=[O:15])[O:10][C:11]([CH3:12])([CH3:14])[CH3:13])[C:3]=1[CH:24]=[O:25]. The yield is 0.570. (2) The reactants are Cl.Cl.[NH:3]1[CH2:6][CH:5]([C:7]2[C:8]([O:28][CH3:29])=[C:9]([CH:15]([N:17]3[C:21]4=[N:22][CH:23]=[N:24][C:25]([NH2:26])=[C:20]4[C:19]([CH3:27])=[N:18]3)[CH3:16])[CH:10]=[C:11]([Cl:14])[C:12]=2[CH3:13])[CH2:4]1.C(N(CC)CC)C.[CH3:37][N:38]1[CH:42]=[C:41]([C:43](Cl)=[O:44])[CH:40]=[N:39]1. The catalyst is C(Cl)Cl. The product is [Cl:14][C:11]1[C:12]([CH3:13])=[C:7]([CH:5]2[CH2:4][N:3]([C:43]([C:41]3[CH:40]=[N:39][N:38]([CH3:37])[CH:42]=3)=[O:44])[CH2:6]2)[C:8]([O:28][CH3:29])=[C:9]([CH:15]([N:17]2[C:21]3=[N:22][CH:23]=[N:24][C:25]([NH2:26])=[C:20]3[C:19]([CH3:27])=[N:18]2)[CH3:16])[CH:10]=1. The yield is 0.440.